This data is from Forward reaction prediction with 1.9M reactions from USPTO patents (1976-2016). The task is: Predict the product of the given reaction. (1) Given the reactants [Cl:1][C:2]1[CH:3]=[C:4]([CH:8]=[CH:9][C:10]=1[C:11](=[O:26])[NH:12][C:13]1[CH:18]=[CH:17][C:16]([Cl:19])=[C:15]([C:20]2[CH:25]=[CH:24][CH:23]=[CH:22][N:21]=2)[CH:14]=1)[C:5](O)=[O:6].[NH2:27][N:28]1[CH:32]=[N:31][N:30]=[CH:29]1, predict the reaction product. The product is: [Cl:1][C:2]1[CH:3]=[C:4]([C:5]([NH:27][N:28]2[CH:32]=[N:31][N:30]=[CH:29]2)=[O:6])[CH:8]=[CH:9][C:10]=1[C:11]([NH:12][C:13]1[CH:18]=[CH:17][C:16]([Cl:19])=[C:15]([C:20]2[CH:25]=[CH:24][CH:23]=[CH:22][N:21]=2)[CH:14]=1)=[O:26]. (2) Given the reactants [F:1][C:2]1[CH:3]=[C:4]([CH:20]=[CH:21][CH:22]=1)[CH2:5][O:6][C:7]1[CH:12]=[CH:11][C:10]([C:13]2[S:17][C:16]([CH2:18][NH2:19])=[N:15][N:14]=2)=[CH:9][CH:8]=1.[OH:23][CH:24]([CH2:28][CH2:29][CH2:30][CH2:31][CH2:32][CH2:33][C:34]1[CH:39]=[CH:38][CH:37]=[CH:36][CH:35]=1)[C:25](O)=[O:26].O.ON1C2C=CC=CC=2N=N1.Cl.CN(C)CCCN=C=NCC.CCN(C(C)C)C(C)C, predict the reaction product. The product is: [F:1][C:2]1[CH:3]=[C:4]([CH:20]=[CH:21][CH:22]=1)[CH2:5][O:6][C:7]1[CH:8]=[CH:9][C:10]([C:13]2[S:17][C:16]([CH2:18][NH:19][C:25](=[O:26])[CH:24]([OH:23])[CH2:28][CH2:29][CH2:30][CH2:31][CH2:32][CH2:33][C:34]3[CH:35]=[CH:36][CH:37]=[CH:38][CH:39]=3)=[N:15][N:14]=2)=[CH:11][CH:12]=1. (3) Given the reactants Br[C:2]1[C:7](=[O:8])[N:6]([CH2:9][C:10]([NH:12][CH2:13][C:14]2[CH:19]=[CH:18][N:17]=[CH:16][CH:15]=2)=[O:11])[N:5]=[CH:4][C:3]=1[NH:20][C@@H:21]1[CH2:26][C@@H:25]2[CH2:27][C@@H:23]([C:24]2([CH3:29])[CH3:28])[C@H:22]1[CH3:30].[C:31]1(B(O)O)[CH:36]=[CH:35][CH:34]=[CH:33][CH:32]=1, predict the reaction product. The product is: [C:31]1([C:2]2[C:7](=[O:8])[N:6]([CH2:9][C:10]([NH:12][CH2:13][C:14]3[CH:19]=[CH:18][N:17]=[CH:16][CH:15]=3)=[O:11])[N:5]=[CH:4][C:3]=2[NH:20][C@@H:21]2[CH2:26][C@@H:25]3[CH2:27][C@@H:23]([C:24]3([CH3:29])[CH3:28])[C@H:22]2[CH3:30])[CH:36]=[CH:35][CH:34]=[CH:33][CH:32]=1.